Task: Regression. Given a peptide amino acid sequence and an MHC pseudo amino acid sequence, predict their binding affinity value. This is MHC class I binding data.. Dataset: Peptide-MHC class I binding affinity with 185,985 pairs from IEDB/IMGT (1) The MHC is HLA-B44:02 with pseudo-sequence HLA-B44:02. The peptide sequence is ILLRKGHVF. The binding affinity (normalized) is 0.0847. (2) The peptide sequence is LLTEVETYV. The MHC is HLA-A02:01 with pseudo-sequence HLA-A02:01. The binding affinity (normalized) is 0.770. (3) The peptide sequence is RSSPRETMK. The MHC is HLA-A25:01 with pseudo-sequence HLA-A25:01. The binding affinity (normalized) is 0.0847.